From a dataset of Forward reaction prediction with 1.9M reactions from USPTO patents (1976-2016). Predict the product of the given reaction. Given the reactants Br[C:2]1[CH:7]=[C:6]([O:8][CH3:9])[CH:5]=[C:4]([O:10][CH3:11])[CH:3]=1.C([Li])CCC.CCCCCC.CON(C)[C:26]([C:28]1[CH:29]=[C:30]2[C:35](=[CH:36][CH:37]=1)[N:34]=[CH:33][CH:32]=[CH:31]2)=[O:27], predict the reaction product. The product is: [CH3:11][O:10][C:4]1[CH:3]=[C:2]([C:26]([C:28]2[CH:29]=[C:30]3[C:35](=[CH:36][CH:37]=2)[N:34]=[CH:33][CH:32]=[CH:31]3)=[O:27])[CH:7]=[C:6]([O:8][CH3:9])[CH:5]=1.